From a dataset of Catalyst prediction with 721,799 reactions and 888 catalyst types from USPTO. Predict which catalyst facilitates the given reaction. (1) Product: [Cl:3][C:4]1[CH:9]=[CH:8][CH:7]=[C:6]([Cl:10])[C:5]=1[NH:11][C:12]([NH:14][C:15]1[C:16]([C:25]([NH:27][C:28]2[C:29]([C:33]([OH:35])=[O:34])=[CH:30][S:31][CH:32]=2)=[O:26])=[CH:17][C:18]2[C:23]([CH:24]=1)=[CH:22][CH:21]=[CH:20][CH:19]=2)=[O:13]. The catalyst class is: 127. Reactant: [Li+].[OH-].[Cl:3][C:4]1[CH:9]=[CH:8][CH:7]=[C:6]([Cl:10])[C:5]=1[NH:11][C:12]([NH:14][C:15]1[C:16]([C:25]([NH:27][C:28]2[C:29]([C:33]([O:35]C)=[O:34])=[CH:30][S:31][CH:32]=2)=[O:26])=[CH:17][C:18]2[C:23]([CH:24]=1)=[CH:22][CH:21]=[CH:20][CH:19]=2)=[O:13].Cl.C(OCC)(=O)C. (2) Reactant: [OH:1][C:2]1[CH:3]=[C:4]([CH:14]=[C:15]([O:17][CH:18]2[CH2:23][CH2:22][O:21][CH2:20][CH2:19]2)[CH:16]=1)[C:5]([NH:7][C:8]1[CH:12]=[CH:11][N:10]([CH3:13])[N:9]=1)=[O:6].[N:24]1([C:28]([C:30]2[CH:35]=[N:34][C:33](Cl)=[CH:32][N:31]=2)=[O:29])[CH2:27][CH2:26][CH2:25]1.C(=O)([O-])[O-].[K+].[K+]. Product: [N:24]1([C:28]([C:30]2[N:31]=[CH:32][C:33]([O:1][C:2]3[CH:3]=[C:4]([CH:14]=[C:15]([O:17][CH:18]4[CH2:23][CH2:22][O:21][CH2:20][CH2:19]4)[CH:16]=3)[C:5]([NH:7][C:8]3[CH:12]=[CH:11][N:10]([CH3:13])[N:9]=3)=[O:6])=[N:34][CH:35]=2)=[O:29])[CH2:27][CH2:26][CH2:25]1. The catalyst class is: 10.